Dataset: Orexin1 receptor HTS with 218,158 compounds and 233 confirmed actives. Task: Binary Classification. Given a drug SMILES string, predict its activity (active/inactive) in a high-throughput screening assay against a specified biological target. (1) The compound is O=c1n(CCCC)cnc2c1[nH]c1c2ccc(OC)c1. The result is 0 (inactive). (2) The compound is Brc1n2c(nc1CSC(N)=N)cccc2. The result is 0 (inactive). (3) The drug is S=C(Nc1c(N2CCOCC2)cccc1)NC(=O)c1cc([N+]([O-])=O)c(OC)cc1. The result is 0 (inactive). (4) The compound is Brc1ccc(NC(=O)C2CCCC2)cc1. The result is 0 (inactive). (5) The molecule is S(CC(=O)N1CCCc2c1cccc2)c1n(c2cc(OC)ccc2)ccn1. The result is 0 (inactive). (6) The molecule is S(=O)(=O)(N)c1ccc(NC(=O)c2oc3c(c(=O)c2)cccc3)cc1. The result is 0 (inactive).